The task is: Predict the reactants needed to synthesize the given product.. This data is from Retrosynthesis with 50K atom-mapped reactions and 10 reaction types from USPTO. (1) Given the product CC(C#N)C1CC(C)(C)CC1C, predict the reactants needed to synthesize it. The reactants are: C=C(C#N)C1CC(C)(C)CC1C. (2) Given the product COc1ccc2c(=O)[nH]ncc2c1C#Cc1ccncc1, predict the reactants needed to synthesize it. The reactants are: Brc1ccncc1.C#Cc1c(OC)ccc2c(=O)[nH]ncc12.